Dataset: Full USPTO retrosynthesis dataset with 1.9M reactions from patents (1976-2016). Task: Predict the reactants needed to synthesize the given product. (1) Given the product [OH:11][CH2:10][C@@H:9]([NH:8][C:6](=[O:7])[O:5][C:1]([CH3:4])([CH3:3])[CH3:2])[C@H:13]([O:15][CH3:16])[CH3:14], predict the reactants needed to synthesize it. The reactants are: [C:1]([O:5][C:6]([NH:8][C@@H:9]([C@H:13]([O:15][CH3:16])[CH3:14])[C:10](O)=[O:11])=[O:7])([CH3:4])([CH3:3])[CH3:2].ClC(OCC(C)C)=O.CN1CCOCC1.[BH4-].[Na+]. (2) Given the product [NH2:24][C:18]1[CH:19]=[CH:20][C:21]([CH3:23])=[CH:22][C:17]=1[NH:16][CH:13]1[CH2:12][CH2:11][N:10]([C@H:7]2[CH2:8][CH2:9][C@H:4]([O:3][CH2:1][CH3:2])[CH2:5][CH2:6]2)[CH2:15][CH2:14]1, predict the reactants needed to synthesize it. The reactants are: [CH2:1]([O:3][C@H:4]1[CH2:9][CH2:8][C@H:7]([N:10]2[CH2:15][CH2:14][CH:13]([NH:16][C:17]3[CH:22]=[C:21]([CH3:23])[CH:20]=[CH:19][C:18]=3[N+:24]([O-])=O)[CH2:12][CH2:11]2)[CH2:6][CH2:5]1)[CH3:2].O.NN. (3) Given the product [C:11]([O:10][C:8]([N:5]1[C@@H:6]([CH3:7])[C@@H:2]([OH:1])[CH2:3][C@H:4]1[C:15]([OH:17])=[O:16])=[O:9])([CH3:12])([CH3:13])[CH3:14], predict the reactants needed to synthesize it. The reactants are: [OH:1][C@@H:2]1[C@H:6]([CH3:7])[N:5]([C:8]([O:10][C:11]([CH3:14])([CH3:13])[CH3:12])=[O:9])[C@H:4]([C:15]([O:17]C)=[O:16])[CH2:3]1.[Li+].[OH-].O. (4) Given the product [C:20]([CH:19]=[CH:18][C:14]1[CH:13]=[C:12]([NH:11][C:8]([C:6]2[CH:5]=[CH:4][CH:3]=[C:2]([Br:1])[N:7]=2)=[O:10])[CH:17]=[CH:16][CH:15]=1)#[N:21], predict the reactants needed to synthesize it. The reactants are: [Br:1][C:2]1[N:7]=[C:6]([C:8]([OH:10])=O)[CH:5]=[CH:4][CH:3]=1.[NH2:11][C:12]1[CH:13]=[C:14]([CH:18]=[CH:19][C:20]#[N:21])[CH:15]=[CH:16][CH:17]=1. (5) Given the product [C:17]1([C:15]#[C:16][C:9]([OH:12])=[O:10])[CH:22]=[CH:21][CH:20]=[CH:19][CH:18]=1, predict the reactants needed to synthesize it. The reactants are: CN(C)CCN(C)C.[C:9]([O-:12])([O-])=[O:10].[K+].[K+].[C:15]([C:17]1[CH:22]=[CH:21][CH:20]=[CH:19][CH:18]=1)#[CH:16]. (6) Given the product [CH2:1]([O:8][C:9]1[CH:18]=[CH:17][CH:16]=[C:15]2[C:10]=1[CH2:11][CH2:12][CH2:13][CH:14]2[C:19]([N:21]([C:28]1[CH:29]=[CH:30][C:31]([CH:34]([CH3:36])[CH3:35])=[CH:32][CH:33]=1)[CH2:22][C:23]1[CH:27]=[N:26][N:25]([CH2:39][C:40]2[CH:45]=[CH:44][CH:43]=[CH:42][N:41]=2)[CH:24]=1)=[O:20])[C:2]1[CH:3]=[CH:4][CH:5]=[CH:6][CH:7]=1, predict the reactants needed to synthesize it. The reactants are: [CH2:1]([O:8][C:9]1[CH:18]=[CH:17][CH:16]=[C:15]2[C:10]=1[CH2:11][CH2:12][CH2:13][CH:14]2[C:19]([N:21]([C:28]1[CH:33]=[CH:32][C:31]([CH:34]([CH3:36])[CH3:35])=[CH:30][CH:29]=1)[CH2:22][C:23]1[CH:24]=[N:25][NH:26][CH:27]=1)=[O:20])[C:2]1[CH:7]=[CH:6][CH:5]=[CH:4][CH:3]=1.Cl.Cl[CH2:39][C:40]1[CH:45]=[CH:44][CH:43]=[CH:42][N:41]=1.[OH-].[Na+].